Dataset: Reaction yield outcomes from USPTO patents with 853,638 reactions. Task: Predict the reaction yield, written as a fraction of the theoretical maximum amount of product (1.0 means a 100% yield; for example, 0.34 means a 34% yield). (1) The reactants are Br[C:2]1[C:10]2[C:5](=[CH:6][CH:7]=[C:8]([C:11]([NH2:13])=[O:12])[CH:9]=2)[N:4]([CH:14]2[CH2:19][CH2:18][CH2:17][CH2:16][O:15]2)[N:3]=1.[NH2:20][C:21]1[CH:22]=[C:23](B(O)O)[CH:24]=[CH:25][CH:26]=1.ClCCl.P([O-])([O-])([O-])=O.[K+].[K+].[K+]. The catalyst is COCCOC.C1(P(C2C=CC=CC=2)[C-]2C=CC=C2)C=CC=CC=1.[C-]1(P(C2C=CC=CC=2)C2C=CC=CC=2)C=CC=C1.[Fe+2]. The product is [NH2:20][C:21]1[CH:26]=[C:25]([C:2]2[C:10]3[C:5](=[CH:6][CH:7]=[C:8]([C:11]([NH2:13])=[O:12])[CH:9]=3)[N:4]([CH:14]3[CH2:19][CH2:18][CH2:17][CH2:16][O:15]3)[N:3]=2)[CH:24]=[CH:23][CH:22]=1. The yield is 0.880. (2) The reactants are [Br:1][C:2]1[CH:7]=[CH:6][C:5](I)=[CH:4][CH:3]=1.CN(C=O)C.C(N(CC)CC)C.[CH2:21]([O:23][SiH:24]([O:28][CH2:29][CH3:30])[O:25][CH2:26][CH3:27])[CH3:22]. The catalyst is CCOCC. The product is [Br:1][C:2]1[CH:7]=[CH:6][C:5]([Si:24]([O:28][CH2:29][CH3:30])([O:25][CH2:26][CH3:27])[O:23][CH2:21][CH3:22])=[CH:4][CH:3]=1. The yield is 0.800.